Task: Predict the product of the given reaction.. Dataset: Forward reaction prediction with 1.9M reactions from USPTO patents (1976-2016) The product is: [C:21]([C:20]1[CH:23]=[C:16]([C:14]2[S:15][C:11]([C:4]3[C:3]([CH2:1][CH3:2])=[C:8]([CH2:9][N:28]4[CH2:35][CH2:34][CH2:33][C@H:29]4[C:30]([OH:32])=[O:31])[CH:7]=[CH:6][CH:5]=3)=[CH:12][N:13]=2)[CH:17]=[CH:18][C:19]=1[O:24][CH:25]([CH3:27])[CH3:26])#[N:22]. Given the reactants [CH2:1]([C:3]1[C:8]([CH:9]=O)=[CH:7][CH:6]=[CH:5][C:4]=1[C:11]1[S:15][C:14]([C:16]2[CH:17]=[CH:18][C:19]([O:24][CH:25]([CH3:27])[CH3:26])=[C:20]([CH:23]=2)[C:21]#[N:22])=[N:13][CH:12]=1)[CH3:2].[NH:28]1[CH2:35][CH2:34][CH2:33][C@H:29]1[C:30]([OH:32])=[O:31].C([BH3-])#N.[Na+], predict the reaction product.